This data is from Catalyst prediction with 721,799 reactions and 888 catalyst types from USPTO. The task is: Predict which catalyst facilitates the given reaction. (1) Reactant: [OH-].[Na+].O.Cl[CH2:5][C@H:6]([OH:22])[CH2:7][NH:8][C:9]1[CH:14]=[CH:13][C:12]([N:15]2[CH2:20][CH2:19][O:18][CH2:17][CH2:16]2)=[C:11]([F:21])[CH:10]=1. Product: [O:22]1[CH2:5][C@H:6]1[CH2:7][NH:8][C:9]1[CH:14]=[CH:13][C:12]([N:15]2[CH2:20][CH2:19][O:18][CH2:17][CH2:16]2)=[C:11]([F:21])[CH:10]=1. The catalyst class is: 2. (2) Reactant: [H-].[Na+].C(OP([CH2:11][C:12]([O:14][CH2:15][CH3:16])=[O:13])(OCC)=O)C.[C:17]([O:21][C:22]([N:24]1[CH2:29][CH2:28][N:27]([C:30]2[CH:37]=[CH:36][C:33]([CH:34]=O)=[CH:32][CH:31]=2)[CH2:26][CH2:25]1)=[O:23])([CH3:20])([CH3:19])[CH3:18]. Product: [C:17]([O:21][C:22]([N:24]1[CH2:29][CH2:28][N:27]([C:30]2[CH:37]=[CH:36][C:33]([CH:34]=[CH:11][C:12]([O:14][CH2:15][CH3:16])=[O:13])=[CH:32][CH:31]=2)[CH2:26][CH2:25]1)=[O:23])([CH3:20])([CH3:19])[CH3:18]. The catalyst class is: 1. (3) Reactant: [CH3:1][N:2]1[CH:6]=[C:5]([CH3:7])[C:4]([C:8]([OH:10])=O)=[N:3]1.O1CCCC1.C(Cl)(=O)C(Cl)=O.[NH2:22][C:23]1[CH:24]=[C:25]([CH:42]=[CH:43][C:44]=1[F:45])[O:26][C:27]1[CH:28]=[CH:29][C:30]2[N:31]([N:33]=[C:34]([NH:36][C:37]([CH:39]3[CH2:41][CH2:40]3)=[O:38])[N:35]=2)[CH:32]=1. Product: [CH:39]1([C:37]([NH:36][C:34]2[N:35]=[C:30]3[CH:29]=[CH:28][C:27]([O:26][C:25]4[CH:42]=[CH:43][C:44]([F:45])=[C:23]([NH:22][C:8]([C:4]5[C:5]([CH3:7])=[CH:6][N:2]([CH3:1])[N:3]=5)=[O:10])[CH:24]=4)=[CH:32][N:31]3[N:33]=2)=[O:38])[CH2:40][CH2:41]1. The catalyst class is: 402.